This data is from Forward reaction prediction with 1.9M reactions from USPTO patents (1976-2016). The task is: Predict the product of the given reaction. (1) Given the reactants [C:1]([O:5][C:6]([C:8]1[S:12][C:11]([C:13]2[CH:18]=[CH:17][CH:16]=[CH:15][CH:14]=2)=[N:10][C:9]=1[NH2:19])=[O:7])([CH3:4])([CH3:3])[CH3:2].[H-].[Na+].[Cl:22][C:23]1[CH:31]=[C:30]([Cl:32])[CH:29]=[CH:28][C:24]=1[C:25](Cl)=[O:26].O, predict the reaction product. The product is: [C:1]([O:5][C:6]([C:8]1[S:12][C:11]([C:13]2[CH:14]=[CH:15][CH:16]=[CH:17][CH:18]=2)=[N:10][C:9]=1[NH:19][C:25](=[O:26])[C:24]1[CH:28]=[CH:29][C:30]([Cl:32])=[CH:31][C:23]=1[Cl:22])=[O:7])([CH3:4])([CH3:2])[CH3:3]. (2) The product is: [CH2:1]([O:3][C:4]([C:6]1[C:15](=[O:16])[C:14]2[C:9](=[C:10]([O:33][CH:34]([F:35])[F:36])[C:11]([C:17]3[CH:18]=[C:19]4[CH2:24][N:23]([CH3:25])[CH2:22][CH2:21][N:20]4[CH:32]=3)=[CH:12][CH:13]=2)[N:8]([CH:37]2[CH2:38][CH2:39]2)[CH:7]=1)=[O:5])[CH3:2]. Given the reactants [CH2:1]([O:3][C:4]([C:6]1[C:15](=[O:16])[C:14]2[C:9](=[C:10]([O:33][CH:34]([F:36])[F:35])[C:11]([C:17]3[CH:18]=[C:19]4[CH2:24][N:23]([CH2:25]C5C=CC=CC=5)[CH2:22][CH2:21][N:20]4[CH:32]=3)=[CH:12][CH:13]=2)[N:8]([CH:37]2[CH2:39][CH2:38]2)[CH:7]=1)=[O:5])[CH3:2].C(O)=O, predict the reaction product. (3) Given the reactants [CH3:1][O:2][C:3](=[O:13])[C:4]1[CH:9]=[CH:8][C:7](/[CH:10]=[CH:11]/I)=[CH:6][CH:5]=1.[C:14]1([C:20]#[CH:21])[CH:19]=[CH:18][CH:17]=[CH:16][CH:15]=1.C(NC(C)C)(C)C.C(I)=C, predict the reaction product. The product is: [CH3:1][O:2][C:3](=[O:13])[C:4]1[CH:9]=[CH:8][C:7](/[CH:10]=[CH:11]/[C:21]#[C:20][C:14]2[CH:19]=[CH:18][CH:17]=[CH:16][CH:15]=2)=[CH:6][CH:5]=1. (4) Given the reactants [CH2:1]([O:8][CH2:9][CH2:10][OH:11])[C:2]1[CH:7]=[CH:6][CH:5]=[CH:4][CH:3]=1.[H-].[Na+].[C:14]([C:18]1[C:19]([C:28]([F:31])([F:30])[F:29])=[C:20]([CH:24]=[CH:25][C:26]=1F)[C:21]([OH:23])=[O:22])([CH3:17])([CH3:16])[CH3:15].C(OCC)(=O)C, predict the reaction product. The product is: [C:14]([C:18]1[C:19]([C:28]([F:29])([F:30])[F:31])=[C:20]([CH:24]=[CH:25][C:26]=1[O:11][CH2:10][CH2:9][O:8][CH2:1][C:2]1[CH:7]=[CH:6][CH:5]=[CH:4][CH:3]=1)[C:21]([OH:23])=[O:22])([CH3:17])([CH3:15])[CH3:16]. (5) Given the reactants [OH-].[Li+].[CH:3]1([C@H:9]([NH:14][C:15]([C:17]2[CH:22]=[C:21]([Cl:23])[C:20]([Cl:24])=[CH:19][C:18]=2[NH:25][C:26]([NH:28][C:29]2[C:34]([CH3:35])=[CH:33][CH:32]=[CH:31][C:30]=2[CH3:36])=[O:27])=[O:16])[C:10]([O:12]C)=[O:11])[CH2:8][CH2:7][CH2:6][CH2:5][CH2:4]1.CO.Cl, predict the reaction product. The product is: [CH:3]1([C@H:9]([NH:14][C:15]([C:17]2[CH:22]=[C:21]([Cl:23])[C:20]([Cl:24])=[CH:19][C:18]=2[NH:25][C:26]([NH:28][C:29]2[C:34]([CH3:35])=[CH:33][CH:32]=[CH:31][C:30]=2[CH3:36])=[O:27])=[O:16])[C:10]([OH:12])=[O:11])[CH2:4][CH2:5][CH2:6][CH2:7][CH2:8]1. (6) Given the reactants [F:1][C:2]1[C:7]2[CH:8]=[CH:9][O:10][C:6]=2[C:5]([N+:11]([O-])=O)=[C:4]([NH:14][C:15]2[CH:20]=[CH:19][C:18]([I:21])=[CH:17][C:16]=2[F:22])[C:3]=1[F:23].[NH4+].[Cl-], predict the reaction product. The product is: [F:1][C:2]1[C:7]2[CH:8]=[CH:9][O:10][C:6]=2[C:5]([NH2:11])=[C:4]([NH:14][C:15]2[CH:20]=[CH:19][C:18]([I:21])=[CH:17][C:16]=2[F:22])[C:3]=1[F:23]. (7) Given the reactants [CH3:1][NH:2][C:3](=[O:23])[C:4]1[CH:9]=[C:8]([O:10][C:11]2[CH:22]=[CH:21][C:14]3[N:15]=[C:16](S(C)=O)[S:17][C:13]=3[CH:12]=2)[CH:7]=[CH:6][N:5]=1.[C:24](=[O:27])([O-])[O-].[Cs+].[Cs+], predict the reaction product. The product is: [CH:11]1([CH2:24][O:27][C:16]2[S:17][C:13]3[CH:12]=[C:11]([O:10][C:8]4[CH:7]=[CH:6][N:5]=[C:4]([C:3]([NH:2][CH3:1])=[O:23])[CH:9]=4)[CH:22]=[CH:21][C:14]=3[N:15]=2)[CH2:22][CH2:21][CH2:14][CH2:13][CH2:12]1.